From a dataset of Forward reaction prediction with 1.9M reactions from USPTO patents (1976-2016). Predict the product of the given reaction. (1) Given the reactants [CH2:1]([O:3][CH2:4][C:5]1[N:6]([CH2:18][CH2:19][O:20][CH2:21][C:22]#[CH:23])[C:7]2[C:16]3[CH:15]=[CH:14][CH:13]=[CH:12][C:11]=3[N:10]=[CH:9][C:8]=2[N:17]=1)[CH3:2].I[C:25]1[CH:30]=[CH:29][CH:28]=[CH:27][CH:26]=1, predict the reaction product. The product is: [CH2:1]([O:3][CH2:4][C:5]1[N:6]([CH2:18][CH2:19][O:20][CH2:21][C:22]#[C:23][C:25]2[CH:30]=[CH:29][CH:28]=[CH:27][CH:26]=2)[C:7]2[C:16]3[CH:15]=[CH:14][CH:13]=[CH:12][C:11]=3[N:10]=[CH:9][C:8]=2[N:17]=1)[CH3:2]. (2) Given the reactants [Br:1][C:2]1[CH:9]=[C:8](F)[CH:7]=[CH:6][C:3]=1[CH:4]=[O:5].[OH:11][C:12]1[CH:13]=[C:14]([CH:19]=[CH:20][CH:21]=1)[C:15]([O:17][CH3:18])=[O:16].C([O-])([O-])=O.[K+].[K+].O, predict the reaction product. The product is: [CH3:18][O:17][C:15](=[O:16])[C:14]1[CH:19]=[CH:20][CH:21]=[C:12]([O:11][C:8]2[CH:7]=[CH:6][C:3]([CH:4]=[O:5])=[C:2]([Br:1])[CH:9]=2)[CH:13]=1. (3) Given the reactants Cl[C:2]1[N:6]([C:7]2[CH:12]=[CH:11][CH:10]=[CH:9][CH:8]=2)[N:5]=[C:4]([CH3:13])[CH:3]=1.C([Li])(C)(C)C.Br[C:20]1[CH:25]=[CH:24][C:23]([O:26][CH3:27])=[C:22]([O:28][CH:29]2[CH2:33][CH2:32][CH2:31][CH2:30]2)[CH:21]=1, predict the reaction product. The product is: [CH:29]1([O:28][C:22]2[CH:21]=[C:20]([C:2]3[N:6]([C:7]4[CH:12]=[CH:11][CH:10]=[CH:9][CH:8]=4)[N:5]=[C:4]([CH3:13])[CH:3]=3)[CH:25]=[CH:24][C:23]=2[O:26][CH3:27])[CH2:30][CH2:31][CH2:32][CH2:33]1. (4) Given the reactants Cl[C:2]1[O:3][C:4]([CH2:17][CH2:18][C:19]([O:21][CH3:22])=[O:20])=[C:5]([C:7]2[CH:12]=[CH:11][C:10]([C:13]([F:16])([F:15])[F:14])=[CH:9][CH:8]=2)[N:6]=1.[CH3:23][C:24]1[NH:25][CH:26]=[CH:27][N:28]=1.C(=O)([O-])[O-].[K+].[K+], predict the reaction product. The product is: [CH3:23][C:24]1[N:25]([C:2]2[O:3][C:4]([CH2:17][CH2:18][C:19]([O:21][CH3:22])=[O:20])=[C:5]([C:7]3[CH:12]=[CH:11][C:10]([C:13]([F:16])([F:15])[F:14])=[CH:9][CH:8]=3)[N:6]=2)[CH:26]=[CH:27][N:28]=1. (5) Given the reactants [C:1](Cl)(=[O:3])[CH3:2].N1C=CC=CC=1.[C:11]([O:15][C:16]([N:18]1[CH2:24][CH2:23][CH2:22][CH:21]([NH:25][CH2:26][C:27]2[CH:32]=[C:31]([C:33]([F:36])([F:35])[F:34])[CH:30]=[C:29]([C:37]([F:40])([F:39])[F:38])[CH:28]=2)[C:20]2[CH:41]=[CH:42][C:43]([Cl:45])=[CH:44][C:19]1=2)=[O:17])([CH3:14])([CH3:13])[CH3:12], predict the reaction product. The product is: [C:11]([O:15][C:16]([N:18]1[CH2:24][CH2:23][CH2:22][CH:21]([N:25]([C:1](=[O:3])[CH3:2])[CH2:26][C:27]2[CH:32]=[C:31]([C:33]([F:36])([F:35])[F:34])[CH:30]=[C:29]([C:37]([F:40])([F:38])[F:39])[CH:28]=2)[C:20]2[CH:41]=[CH:42][C:43]([Cl:45])=[CH:44][C:19]1=2)=[O:17])([CH3:14])([CH3:12])[CH3:13].